Dataset: Full USPTO retrosynthesis dataset with 1.9M reactions from patents (1976-2016). Task: Predict the reactants needed to synthesize the given product. (1) Given the product [CH3:1][O:2][CH2:3][C:4]1[N:5]([C:16]2[N:24]=[C:23]3[C:19]([N:20]=[C:21]([CH2:26][N:27]4[CH2:32][CH2:31][CH:30]([C:33]([OH:36])([CH3:35])[CH3:34])[CH2:29][CH2:28]4)[N:22]3[CH3:25])=[C:18]([N:37]3[CH2:38][CH2:39][O:40][CH2:41][CH2:42]3)[N:17]=2)[C:6]2[C:11]([CH:12]=1)=[CH:10][CH:9]=[CH:8][CH:7]=2, predict the reactants needed to synthesize it. The reactants are: [CH3:1][O:2][CH2:3][C:4]1[NH:5][C:6]2[C:11]([CH:12]=1)=[CH:10][CH:9]=[CH:8][CH:7]=2.[H-].[Na+].Cl[C:16]1[N:24]=[C:23]2[C:19]([N:20]=[C:21]([CH2:26][N:27]3[CH2:32][CH2:31][CH:30]([C:33]([OH:36])([CH3:35])[CH3:34])[CH2:29][CH2:28]3)[N:22]2[CH3:25])=[C:18]([N:37]2[CH2:42][CH2:41][O:40][CH2:39][CH2:38]2)[N:17]=1. (2) The reactants are: [O:1]1[CH:6]=[CH:5][CH2:4][CH2:3][CH2:2]1.[Br:7][CH2:8][CH2:9][OH:10].O.C1(C)C=CC(S(O)(=O)=O)=CC=1. Given the product [Br:7][CH2:8][CH2:9][O:10][CH:6]1[CH2:5][CH2:4][CH2:3][CH2:2][O:1]1, predict the reactants needed to synthesize it.